From a dataset of Plasma protein binding rate (PPBR) regression data from AstraZeneca. Regression/Classification. Given a drug SMILES string, predict its absorption, distribution, metabolism, or excretion properties. Task type varies by dataset: regression for continuous measurements (e.g., permeability, clearance, half-life) or binary classification for categorical outcomes (e.g., BBB penetration, CYP inhibition). For this dataset (ppbr_az), we predict Y. (1) The compound is Cc1ccc(NC(=O)c2ccc(CN3CCN(C)CC3)cc2)cc1Nc1nccc(-c2cccnc2)n1. The Y is 93.7 %. (2) The molecule is Cc1cnc(Nc2cc(N3CCN(C)CC3)nc(N[C@@H](C)c3ccc(F)cn3)n2)s1. The Y is 95.3 %. (3) The compound is CC(C)(C)NC(=O)[C@@H]1C[C@@H]2CCCC[C@@H]2CN1C[C@@H](O)[C@H](Cc1ccccc1)NC(=O)[C@H](CC(N)=O)NC(=O)c1ccc2ccccc2n1. The Y is 98.9 %. (4) The molecule is O=c1n(CCCN2CCN(c3cccc(Cl)c3)CC2)nc2ccccn12. The Y is 97.0 %. (5) The compound is C[C@@](C(=O)O[C@H]1C[N+]2(Cc3cc(-c4ccccc4)on3)CCC1CC2)(c1ccccc1)N1CCCCC1. The Y is 98.0 %.